Dataset: NCI-60 drug combinations with 297,098 pairs across 59 cell lines. Task: Regression. Given two drug SMILES strings and cell line genomic features, predict the synergy score measuring deviation from expected non-interaction effect. (1) Drug 1: CCC1=C2CN3C(=CC4=C(C3=O)COC(=O)C4(CC)O)C2=NC5=C1C=C(C=C5)O. Drug 2: C1CN1C2=NC(=NC(=N2)N3CC3)N4CC4. Cell line: NCI-H522. Synergy scores: CSS=33.7, Synergy_ZIP=-9.71, Synergy_Bliss=-6.38, Synergy_Loewe=-0.694, Synergy_HSA=1.08. (2) Drug 1: C1CN1P(=S)(N2CC2)N3CC3. Drug 2: CC1C(C(CC(O1)OC2CC(CC3=C2C(=C4C(=C3O)C(=O)C5=C(C4=O)C(=CC=C5)OC)O)(C(=O)CO)O)N)O.Cl. Cell line: HCT-15. Synergy scores: CSS=20.1, Synergy_ZIP=-4.84, Synergy_Bliss=-2.57, Synergy_Loewe=-1.38, Synergy_HSA=-1.82. (3) Drug 1: CC1=C(C=C(C=C1)NC(=O)C2=CC=C(C=C2)CN3CCN(CC3)C)NC4=NC=CC(=N4)C5=CN=CC=C5. Drug 2: CN(C(=O)NC(C=O)C(C(C(CO)O)O)O)N=O. Cell line: COLO 205. Synergy scores: CSS=-3.85, Synergy_ZIP=9.83, Synergy_Bliss=7.99, Synergy_Loewe=1.72, Synergy_HSA=-2.84. (4) Drug 1: CCC1=CC2CC(C3=C(CN(C2)C1)C4=CC=CC=C4N3)(C5=C(C=C6C(=C5)C78CCN9C7C(C=CC9)(C(C(C8N6C)(C(=O)OC)O)OC(=O)C)CC)OC)C(=O)OC.C(C(C(=O)O)O)(C(=O)O)O. Drug 2: CC(C1=C(C=CC(=C1Cl)F)Cl)OC2=C(N=CC(=C2)C3=CN(N=C3)C4CCNCC4)N. Cell line: MALME-3M. Synergy scores: CSS=36.1, Synergy_ZIP=4.28, Synergy_Bliss=5.85, Synergy_Loewe=-5.23, Synergy_HSA=6.26.